From a dataset of Catalyst prediction with 721,799 reactions and 888 catalyst types from USPTO. Predict which catalyst facilitates the given reaction. (1) Reactant: F[C:2]1[CH:16]=[CH:15][C:5]([C:6]([C:8]2[CH:13]=[C:12]([CH3:14])[CH:11]=[CH:10][N:9]=2)=[O:7])=[C:4]([C:17]([F:20])([F:19])[F:18])[CH:3]=1.[N-:21]=[N+]=[N-].[Na+].O. Product: [NH2:21][C:2]1[CH:16]=[CH:15][C:5]([CH:6]([C:8]2[CH:13]=[C:12]([CH3:14])[CH:11]=[CH:10][N:9]=2)[OH:7])=[C:4]([C:17]([F:20])([F:19])[F:18])[CH:3]=1. The catalyst class is: 16. (2) Reactant: [Br:1][C:2]1[C:3](Cl)=[N:4][C:5]([Cl:8])=[N:6][CH:7]=1.C(N(CC)C(C)C)(C)C.[CH:19]1([NH2:24])[CH2:23][CH2:22][CH2:21][CH2:20]1. Product: [Br:1][C:2]1[C:3]([NH:24][CH:19]2[CH2:23][CH2:22][CH2:21][CH2:20]2)=[N:4][C:5]([Cl:8])=[N:6][CH:7]=1. The catalyst class is: 13. (3) Reactant: FC(F)(F)S(O[C:7]1[N:12]=[CH:11][C:10]2[C:13]3([CH2:26][C:27]4[CH:32]=[CH:31][CH:30]=[CH:29][N:28]=4)[CH2:25][CH2:24][C:19]4([O:23][CH2:22][CH2:21][O:20]4)[CH2:18][CH:14]3[CH2:15][CH2:16][CH2:17][C:9]=2[CH:8]=1)(=O)=O.[CH:35](/B(O)O)=[CH:36]\[C:37]1[CH:42]=[CH:41][CH:40]=[CH:39][CH:38]=1.C(=O)([O-])[O-].[Cs+].[Cs+].O1CCOCC1. Product: [N:28]1[CH:29]=[CH:30][CH:31]=[CH:32][C:27]=1[CH2:26][C@@:13]12[CH2:25][CH2:24][C:19]3([O:23][CH2:22][CH2:21][O:20]3)[CH2:18][C@H:14]1[CH2:15][CH2:16][CH2:17][C:9]1[CH:8]=[C:7](/[CH:35]=[CH:36]/[C:37]3[CH:42]=[CH:41][CH:40]=[CH:39][CH:38]=3)[N:12]=[CH:11][C:10]=12. The catalyst class is: 189. (4) Reactant: [CH3:1][C:2]1([CH3:27])[C:6]([CH3:8])([CH3:7])[O:5][B:4]([C:9]2[CH:10]=[CH:11][C:12]3[O:18][CH2:17][CH2:16][N:15](C(OC(C)(C)C)=O)[CH2:14][C:13]=3[CH:26]=2)[O:3]1.[F:28][C:29]([F:34])([F:33])[C:30]([OH:32])=[O:31]. Product: [F:28][C:29]([F:34])([F:33])[C:30]([OH:32])=[O:31].[CH3:7][C:6]1([CH3:8])[C:2]([CH3:1])([CH3:27])[O:3][B:4]([C:9]2[CH:10]=[CH:11][C:12]3[O:18][CH2:17][CH2:16][N:15]=[CH:14][C:13]=3[CH:26]=2)[O:5]1. The catalyst class is: 4. (5) Reactant: [C:1]([O:5][C:6]([N:8]1[CH2:13][CH2:12][NH:11][CH2:10][CH2:9]1)=[O:7])([CH3:4])([CH3:3])[CH3:2].Cl[S:15]([C:18]1[CH:19]=[C:20]2[C:25](=[CH:26][CH:27]=1)[CH:24]=[N:23][CH:22]=[CH:21]2)(=[O:17])=[O:16].NC1C=C2C(=CC=1)C=NC=C2.Cl.Cl.N1(S(C2C=C3C(=CC=2)C=NC=C3)(=O)=O)CCNCC1. Product: [C:1]([O:5][C:6]([N:8]1[CH2:13][CH2:12][N:11]([S:15]([C:18]2[CH:19]=[C:20]3[C:25](=[CH:26][CH:27]=2)[CH:24]=[N:23][CH:22]=[CH:21]3)(=[O:16])=[O:17])[CH2:10][CH2:9]1)=[O:7])([CH3:4])([CH3:2])[CH3:3]. The catalyst class is: 236. (6) Reactant: [CH3:1][N:2]1[CH2:7][CH2:6][N:5]([S:8]([C:11]2[CH:12]=[C:13]([CH:18]=[CH:19][CH:20]=2)[C:14](OC)=[O:15])(=[O:10])=[O:9])[CH2:4][CH2:3]1.[NH2:21][NH2:22]. The catalyst class is: 5. Product: [CH3:1][N:2]1[CH2:7][CH2:6][N:5]([S:8]([C:11]2[CH:12]=[C:13]([CH:18]=[CH:19][CH:20]=2)[C:14]([NH:21][NH2:22])=[O:15])(=[O:10])=[O:9])[CH2:4][CH2:3]1. (7) Reactant: [N:1]1[C:9]([NH2:10])=[C:8]2[C:4]([N:5]=[CH:6][NH:7]2)=[N:3][CH:2]=1.[CH:28]1[CH:29]=[CH:24]C(P([C:24]2[CH:29]=[CH:28][CH:27]=[CH:26]C=2)[C:28]2[CH:29]=[CH:24]C=[CH:26][CH:27]=2)=[CH:26][CH:27]=1.N(C(OC(C)C)=O)=NC(OC(C)C)=O. Product: [CH:26]1([N:5]2[CH:6]=[N:7][C:8]3[C:4]2=[N:3][CH:2]=[N:1][C:9]=3[NH2:10])[CH2:27][CH2:28][CH:29]=[CH:24]1. The catalyst class is: 1. (8) The catalyst class is: 19. Reactant: [C:1]([O:5][C:6]([CH2:8][O:9][CH:10]1[CH2:15][CH2:14][N:13]([CH:16]2[CH2:21][CH2:20][N:19](C(OCC3C=CC=CC=3)=O)[CH2:18][CH2:17]2)[CH2:12][CH2:11]1)=[O:7])([CH3:4])([CH3:3])[CH3:2].[H][H]. Product: [N:13]1([CH:16]2[CH2:21][CH2:20][NH:19][CH2:18][CH2:17]2)[CH2:12][CH2:11][CH:10]([O:9][CH2:8][C:6]([O:5][C:1]([CH3:4])([CH3:2])[CH3:3])=[O:7])[CH2:15][CH2:14]1.